From a dataset of Reaction yield outcomes from USPTO patents with 853,638 reactions. Predict the reaction yield, written as a fraction of the theoretical maximum amount of product (1.0 means a 100% yield; for example, 0.34 means a 34% yield). (1) The reactants are S(=O)(=O)(O)O.[C:6]1([CH2:12][C:13]2[CH:21]=[CH:20][CH:19]=[C:15]([C:16]([OH:18])=[O:17])[C:14]=2[OH:22])[CH:11]=[CH:10][CH:9]=[CH:8][CH:7]=1.[CH3:23]O. No catalyst specified. The product is [C:6]1([CH2:12][C:13]2[CH:21]=[CH:20][CH:19]=[C:15]([C:16]([O:18][CH3:23])=[O:17])[C:14]=2[OH:22])[CH:7]=[CH:8][CH:9]=[CH:10][CH:11]=1. The yield is 0.460. (2) The reactants are C(OC([N:8]1[CH:12]([CH2:13][C:14]2[CH:19]=[CH:18][C:17]([O:20][C:21]3[N:26]4[CH:27]=[CH:28][N:29]=[C:25]4[CH:24]=[CH:23][CH:22]=3)=[CH:16][CH:15]=2)[CH2:11][O:10]C1(C)C)=O)(C)(C)C.Cl. The catalyst is O1CCOCC1.C(=O)([O-])O.[Na+]. The product is [NH2:8][C@@H:12]([CH2:13][C:14]1[CH:15]=[CH:16][C:17]([O:20][C:21]2[N:26]3[CH:27]=[CH:28][N:29]=[C:25]3[CH:24]=[CH:23][CH:22]=2)=[CH:18][CH:19]=1)[CH2:11][OH:10]. The yield is 0.880. (3) The reactants are [OH:1][C:2]1[CH:7]=[C:6]([OH:8])[CH:5]=[CH:4][C:3]=1[C:9]([C:11]1[CH:16]=[CH:15][C:14]([OH:17])=[CH:13][CH:12]=1)=[O:10].C(=O)([O-])[O-].[K+].[K+].[CH2:24](Br)[C:25]1[CH:30]=[CH:29][CH:28]=[CH:27][CH:26]=1. The catalyst is CC(C)=O. The product is [CH2:24]([O:8][C:6]1[CH:5]=[CH:4][C:3]([C:9]([C:11]2[CH:16]=[CH:15][C:14]([O:17][CH2:9][C:3]3[CH:4]=[CH:5][CH:6]=[CH:7][CH:2]=3)=[CH:13][CH:12]=2)=[O:10])=[C:2]([OH:1])[CH:7]=1)[C:25]1[CH:30]=[CH:29][CH:28]=[CH:27][CH:26]=1. The yield is 0.600. (4) The reactants are [C:1]1([S:7]([N:10]2[C:18]3[C:13](=[CH:14][CH:15]=[C:16]([F:19])[CH:17]=3)[C:12]([C:20]3[CH:29]=[CH:28][C:23]4[N:24]=[C:25]([NH2:27])[O:26][C:22]=4[CH:21]=3)=[CH:11]2)(=[O:9])=[O:8])[CH:6]=[CH:5][CH:4]=[CH:3][CH:2]=1.[CH3:30][S:31](Cl)(=[O:33])=[O:32]. The catalyst is N1C=CC=CC=1. The product is [F:19][C:16]1[CH:17]=[C:18]2[C:13]([C:12]([C:20]3[CH:29]=[CH:28][C:23]4[N:24]=[C:25]([NH:27][S:31]([CH3:30])(=[O:33])=[O:32])[O:26][C:22]=4[CH:21]=3)=[CH:11][N:10]2[S:7]([C:1]2[CH:2]=[CH:3][CH:4]=[CH:5][CH:6]=2)(=[O:9])=[O:8])=[CH:14][CH:15]=1. The yield is 0.740. (5) The reactants are Br[C:2]1[CH:3]=[C:4]([C:8]([O:10][CH3:11])=[O:9])[O:5][C:6]=1Br.[O:12]1[CH2:17]COC[CH2:13]1.CC(C1C=C(C(C)C)C(C2C=CC=CC=2P(C2CCCCC2)C2CCCCC2)=C(C(C)C)C=1)C. The catalyst is C1C=CC(/C=C/C(/C=C/C2C=CC=CC=2)=O)=CC=1.C1C=CC(/C=C/C(/C=C/C2C=CC=CC=2)=O)=CC=1.[Pd].CCCCCCC. The product is [O:5]1[C:4]([C:8]([O:10][CH3:11])=[O:9])=[CH:3][C:2]2[CH2:13][O:12][CH2:17][C:6]1=2. The yield is 0.430. (6) The product is [C:1]([O:5][C:6]([N:8]1[CH2:13][CH2:12][N:11]([C:14]([O:16][C:17]([CH3:20])([CH3:19])[CH3:18])=[O:15])[CH2:10][C@@H:9]1[C:21]([O:23][CH3:24])=[O:22])=[O:7])([CH3:4])([CH3:2])[CH3:3]. The catalyst is C(#N)C. The yield is 0.950. The reactants are [C:1]([O:5][C:6]([N:8]1[CH2:13][CH2:12][N:11]([C:14]([O:16][C:17]([CH3:20])([CH3:19])[CH3:18])=[O:15])[CH2:10][C@@H:9]1[C:21]([OH:23])=[O:22])=[O:7])([CH3:4])([CH3:3])[CH3:2].[C:24]([O-])([O-])=O.[Cs+].[Cs+].CI. (7) The reactants are [CH3:1][O:2][C:3]1[CH:4]=[C:5](/[CH:9]=[CH:10]/[CH:11]=[O:12])[CH:6]=[CH:7][CH:8]=1.Br[CH2:14][C:15]1[CH:28]=[CH:27][CH:26]=[CH:25][C:16]=1[O:17][Si](C(C)(C)C)(C)C. No catalyst specified. The product is [CH3:1][O:2][C:3]1[CH:4]=[C:5]([C@H:9]2[CH2:10][C:11](=[O:12])[O:17][C:16]3[CH:25]=[CH:26][CH:27]=[CH:28][C:15]=3[CH2:14]2)[CH:6]=[CH:7][CH:8]=1. The yield is 0.560. (8) The reactants are Br[C:2]1[CH:19]=[N:18][C:5]2[N:6]=[CH:7][N:8]([C:11]3[CH:16]=[CH:15][CH:14]=[CH:13][C:12]=3[F:17])[C:9](=[O:10])[C:4]=2[CH:3]=1.[F:20][C:21]1[CH:26]=[CH:25][C:24]([C:27]2[O:28][C:29]3[CH:39]=[C:38]([N:40]([CH3:45])[S:41]([CH3:44])(=[O:43])=[O:42])[C:37](B4OC(C)(C)C(C)(C)O4)=[CH:36][C:30]=3[C:31]=2[C:32]([NH:34][CH3:35])=[O:33])=[CH:23][CH:22]=1.[O-]P([O-])([O-])=O.[K+].[K+].[K+]. The catalyst is CN(C)C=O.C1C=CC(P(C2C=CC=CC=2)[C-]2C=CC=C2)=CC=1.C1C=CC(P(C2C=CC=CC=2)[C-]2C=CC=C2)=CC=1.Cl[Pd]Cl.[Fe+2]. The product is [F:20][C:21]1[CH:26]=[CH:25][C:24]([C:27]2[O:28][C:29]3[CH:39]=[C:38]([N:40]([CH3:45])[S:41]([CH3:44])(=[O:42])=[O:43])[C:37]([C:2]4[CH:19]=[N:18][C:5]5[N:6]=[CH:7][N:8]([C:11]6[CH:16]=[CH:15][CH:14]=[CH:13][C:12]=6[F:17])[C:9](=[O:10])[C:4]=5[CH:3]=4)=[CH:36][C:30]=3[C:31]=2[C:32]([NH:34][CH3:35])=[O:33])=[CH:23][CH:22]=1. The yield is 0.100. (9) The product is [CH2:1]([O:8][C:9]([NH:11][CH:12]([CH2:16][CH:17]([CH3:19])[CH3:18])[C:13]([NH:20][C:21]1[CH:22]=[CH:23][C:24]([OH:31])=[C:25]([CH:30]=1)[C:26]([O:28][CH3:29])=[O:27])=[O:15])=[O:10])[C:2]1[CH:3]=[CH:4][CH:5]=[CH:6][CH:7]=1. The reactants are [CH2:1]([O:8][C:9]([NH:11][CH:12]([CH2:16][CH:17]([CH3:19])[CH3:18])[C:13]([OH:15])=O)=[O:10])[C:2]1[CH:7]=[CH:6][CH:5]=[CH:4][CH:3]=1.[NH2:20][C:21]1[CH:22]=[CH:23][C:24]([OH:31])=[C:25]([CH:30]=1)[C:26]([O:28][CH3:29])=[O:27].CCN(CC)CC.CN(C(ON1N=NC2C=CC=NC1=2)=[N+](C)C)C.F[P-](F)(F)(F)(F)F. The catalyst is CC#N. The yield is 0.518.